From a dataset of Full USPTO retrosynthesis dataset with 1.9M reactions from patents (1976-2016). Predict the reactants needed to synthesize the given product. (1) Given the product [CH3:9][N:6]1[C:7](=[O:8])[C:2]([C:19]2[CH:24]=[CH:23][CH:22]=[CH:21][N:20]=2)=[CH:3][C:4]([C:10]([O:12][CH3:13])=[O:11])=[CH:5]1, predict the reactants needed to synthesize it. The reactants are: Br[C:2]1[C:7](=[O:8])[N:6]([CH3:9])[CH:5]=[C:4]([C:10]([O:12][CH3:13])=[O:11])[CH:3]=1.C([Sn](CCCC)(CCCC)[C:19]1[CH:24]=[CH:23][CH:22]=[CH:21][N:20]=1)CCC. (2) Given the product [NH2:17][C:13]1[N:14]([CH3:16])[O:15][C:11]2([C:4]3[C:5](=[CH:6][CH:7]=[C:2]([C:30]4[CH:31]=[C:26]([CH:27]=[CH:28][CH:29]=4)[C:24]#[N:25])[CH:3]=3)[O:8][CH:9]([CH:18]3[CH2:23][CH2:22][CH2:21][O:20][CH2:19]3)[CH2:10]2)[N:12]=1, predict the reactants needed to synthesize it. The reactants are: Br[C:2]1[CH:3]=[C:4]2[C:11]3([O:15][N:14]([CH3:16])[C:13]([NH2:17])=[N:12]3)[CH2:10][CH:9]([CH:18]3[CH2:23][CH2:22][CH2:21][O:20][CH2:19]3)[O:8][C:5]2=[CH:6][CH:7]=1.[C:24]([C:26]1[CH:27]=[C:28](B(O)O)[CH:29]=[CH:30][CH:31]=1)#[N:25]. (3) Given the product [NH2:15][C:5]1[CH:4]=[CH:3][C:2]([CH3:1])=[CH:14][C:6]=1[C:7]([O:9][C:10]([CH3:13])([CH3:12])[CH3:11])=[O:8], predict the reactants needed to synthesize it. The reactants are: [CH3:1][C:2]1[CH:3]=[CH:4][C:5]([NH:15]C(=O)C(F)(F)F)=[C:6]([CH:14]=1)[C:7]([O:9][C:10]([CH3:13])([CH3:12])[CH3:11])=[O:8].[BH4-].[Na+].O. (4) Given the product [Cl:1][C:2]1[C:26]([C:27]([F:30])([F:28])[F:29])=[CH:25][CH:24]=[CH:23][C:3]=1[CH2:4][N:5]1[C:10](=[O:11])[C:9]([C:12]2[NH:47][N:46]=[N:45][N:13]=2)=[CH:8][N:7]([C:14]2[CH:15]=[CH:16][C:17]([O:20][CH3:21])=[CH:18][CH:19]=2)[C:6]1=[O:22], predict the reactants needed to synthesize it. The reactants are: [Cl:1][C:2]1[C:26]([C:27]([F:30])([F:29])[F:28])=[CH:25][CH:24]=[CH:23][C:3]=1[CH2:4][N:5]1[C:10](=[O:11])[C:9]([C:12]#[N:13])=[CH:8][N:7]([C:14]2[CH:19]=[CH:18][C:17]([O:20][CH3:21])=[CH:16][CH:15]=2)[C:6]1=[O:22].C([Sn](=O)CCCC)CCC.C[Si]([N:45]=[N+:46]=[N-:47])(C)C.C(O)C. (5) Given the product [NH:3]1[CH:4]=[C:5]([C:6]2[CH:16]=[CH:15][CH:14]=[CH:13][C:7]=2[C:8]([OH:10])=[O:9])[N:1]=[CH:2]1, predict the reactants needed to synthesize it. The reactants are: [NH:1]1[C:5]([C:6]2[CH:16]=[CH:15][CH:14]=[CH:13][C:7]=2[C:8]([O:10]CC)=[O:9])=[CH:4][N:3]=[CH:2]1. (6) Given the product [Cl:3][C:4]1[CH:5]=[C:6]([CH:10]=[CH:11][C:12]=1[N:13]1[CH2:18][CH2:17][N:16]([C:19]2[N:20]=[CH:21][C:22]([C:25]3[CH:30]=[CH:29][CH:28]=[C:27]([CH2:31][N:32]([C:34](=[O:37])[CH2:35][NH2:36])[CH3:33])[CH:26]=3)=[CH:23][N:24]=2)[CH2:15][CH2:14]1)[C:7]([OH:9])=[O:8], predict the reactants needed to synthesize it. The reactants are: Cl.Cl.[Cl:3][C:4]1[CH:5]=[C:6]([CH:10]=[CH:11][C:12]=1[N:13]1[CH2:18][CH2:17][N:16]([C:19]2[N:24]=[CH:23][C:22]([C:25]3[CH:30]=[CH:29][CH:28]=[C:27]([CH2:31][N:32]([C:34](=[O:37])[CH2:35][NH2:36])[CH3:33])[CH:26]=3)=[CH:21][N:20]=2)[CH2:15][CH2:14]1)[C:7]([OH:9])=[O:8].C1COCC1.[OH-].[Na+].